Predict which catalyst facilitates the given reaction. From a dataset of Catalyst prediction with 721,799 reactions and 888 catalyst types from USPTO. (1) Reactant: BrC1C=C[C:5]([OH:36])=[C:6]([C:8]2[CH:17]=[CH:16][C:15]3[C:10](=[CH:11][CH:12]=[C:13]([C:18]4[N:22]([CH:23]5[CH2:28][CH2:27][CH2:26][CH2:25][CH2:24]5)[C:21]5[CH:29]=[CH:30][C:31]([C:33]([OH:35])=[O:34])=[CH:32][C:20]=5[N:19]=4)[CH:14]=3)[N:9]=2)[CH:7]=1.C(OC(C1C=CC2N(C3CCCCC3)C(C3C=CC(N)=C(C=O)C=3)=NC=2C=1)=O)C.C(C1C(=O)[NH:71][C:72](=[O:82])[N:73]([C:75]2[C:76]([Cl:81])=[N:77][CH:78]=[CH:79][CH:80]=2)C=1)(=O)C.[OH-].[K+]. Product: [Cl:81][C:76]1[C:75]([N:73]2[CH:7]=[C:6]([C:8]3[CH:17]=[CH:16][C:15]4[C:10](=[CH:11][CH:12]=[C:13]([C:18]5[N:22]([CH:23]6[CH2:28][CH2:27][CH2:26][CH2:25][CH2:24]6)[C:21]6[CH:29]=[CH:30][C:31]([C:33]([OH:35])=[O:34])=[CH:32][C:20]=6[N:19]=5)[CH:14]=4)[N:9]=3)[C:5](=[O:36])[NH:71][C:72]2=[O:82])=[CH:80][CH:79]=[CH:78][N:77]=1. The catalyst class is: 8. (2) Reactant: [Cl:1][C:2]1[CH:7]=[C:6]([F:8])[CH:5]=[CH:4][C:3]=1[NH:9][S:10]([CH:13]1[C:18]([C:19]([O:21][CH2:22][CH3:23])=[O:20])=[CH:17][C:16](=O)[CH2:15][CH2:14]1)(=[O:12])=[O:11].[CH2:25]([SH:28])[CH2:26][SH:27].B(F)(F)F.CCOCC.[OH-].[Na+]. Product: [Cl:1][C:2]1[CH:7]=[C:6]([F:8])[CH:5]=[CH:4][C:3]=1[NH:9][S:10]([CH:13]1[CH2:14][CH2:15][C:16]2([S:28][CH2:25][CH2:26][S:27]2)[CH:17]=[C:18]1[C:19]([O:21][CH2:22][CH3:23])=[O:20])(=[O:12])=[O:11]. The catalyst class is: 665. (3) The catalyst class is: 357. Product: [ClH:42].[CH3:25][NH:1][C:2]1[CH:24]=[CH:23][C:5]2[N:6]([C:17]3[CH:22]=[CH:21][CH:20]=[CH:19][N:18]=3)[C:7](/[CH:9]=[CH:10]/[C:11]3[CH:16]=[CH:15][CH:14]=[CH:13][CH:12]=3)=[N:8][C:4]=2[CH:3]=1. Reactant: [NH2:1][C:2]1[CH:24]=[CH:23][C:5]2[N:6]([C:17]3[CH:22]=[CH:21][CH:20]=[CH:19][N:18]=3)[C:7](/[CH:9]=[CH:10]/[C:11]3[CH:16]=[CH:15][CH:14]=[CH:13][CH:12]=3)=[N:8][C:4]=2[CH:3]=1.[CH:25](OCC)(OCC)OCC.[BH4-].[Na+].C(=O)(O)[O-].[Na+].[ClH:42]. (4) Reactant: [Br:1][C:2]1[CH:3]=[C:4]([N:10]([C:18]2[CH:23]=[CH:22][C:21]([CH2:24][NH:25][CH2:26][CH2:27][O:28][CH3:29])=[CH:20][N:19]=2)C(=O)OC(C)(C)C)[C:5](=[O:9])[N:6]([CH3:8])[CH:7]=1.C(O)(C(F)(F)F)=O. Product: [Br:1][C:2]1[CH:3]=[C:4]([NH:10][C:18]2[CH:23]=[CH:22][C:21]([CH2:24][NH:25][CH2:26][CH2:27][O:28][CH3:29])=[CH:20][N:19]=2)[C:5](=[O:9])[N:6]([CH3:8])[CH:7]=1. The catalyst class is: 2. (5) Reactant: CC1C=CC(S(O[CH2:12][C@H:13]2[CH2:18][CH2:17][C@H:16]([NH:19][C:20]([O:22][CH2:23][C:24]3[CH:29]=[CH:28][CH:27]=[CH:26][CH:25]=3)=[O:21])[CH2:15][CH2:14]2)(=O)=O)=CC=1.O.O.O.[F-:33].C([N+](CCCC)(CCCC)CCCC)CCC.O.[Cl-].[NH4+]. Product: [F:33][CH2:12][C@H:13]1[CH2:18][CH2:17][C@H:16]([NH:19][C:20](=[O:21])[O:22][CH2:23][C:24]2[CH:29]=[CH:28][CH:27]=[CH:26][CH:25]=2)[CH2:15][CH2:14]1. The catalyst class is: 10. (6) Reactant: [CH:1]1([N:7]2[C:11]([C:12]3[CH:17]=[CH:16][C:15]([O:18][C:19]([F:22])([F:21])[F:20])=[CH:14][CH:13]=3)=[CH:10][C:9]([CH2:23][C:24]3[CH:31]=[CH:30][C:27]([C:28]#N)=[CH:26][CH:25]=3)=[N:8]2)[CH2:6][CH2:5][CH2:4][CH2:3][CH2:2]1.[OH2:32].[OH-:33].[K+]. Product: [CH:1]1([N:7]2[C:11]([C:12]3[CH:17]=[CH:16][C:15]([O:18][C:19]([F:22])([F:21])[F:20])=[CH:14][CH:13]=3)=[CH:10][C:9]([CH2:23][C:24]3[CH:25]=[CH:26][C:27]([C:28]([OH:33])=[O:32])=[CH:30][CH:31]=3)=[N:8]2)[CH2:2][CH2:3][CH2:4][CH2:5][CH2:6]1. The catalyst class is: 8. (7) Reactant: Cl[C:2](=[O:8])[C:3]([O:5]CC)=O.[Br:9][C:10]1[CH:15]=[CH:14][C:13]([NH:16][C:17]([NH:19][CH:20]([CH3:25])[C:21]([CH3:24])([CH3:23])[CH3:22])=[S:18])=[CH:12][CH:11]=1. Product: [Br:9][C:10]1[CH:11]=[CH:12][C:13]([N:16]2[C:2](=[O:8])[C:3](=[O:5])[N:19]([CH:20]([CH3:25])[C:21]([CH3:23])([CH3:22])[CH3:24])[C:17]2=[S:18])=[CH:14][CH:15]=1. The catalyst class is: 4. (8) Reactant: [C:1]1(B(O)O)[CH:6]=[CH:5][CH:4]=[CH:3][CH:2]=1.Br[C:11]1[CH:12]=[C:13]2[C:17](=[CH:18][CH:19]=1)[NH:16][CH:15]=[C:14]2[CH2:20][CH2:21][NH:22][C:23](=[O:38])[C:24]1[CH:29]=[CH:28][C:27]([CH2:30][C:31]2[CH:36]=[CH:35][CH:34]=[C:33]([F:37])[CH:32]=2)=[CH:26][CH:25]=1.C(=O)([O-])[O-].[Na+].[Na+]. Product: [F:37][C:33]1[CH:32]=[C:31]([CH:36]=[CH:35][CH:34]=1)[CH2:30][C:27]1[CH:28]=[CH:29][C:24]([C:23]([NH:22][CH2:21][CH2:20][C:14]2[C:13]3[C:17](=[CH:18][CH:19]=[C:11]([C:1]4[CH:6]=[CH:5][CH:4]=[CH:3][CH:2]=4)[CH:12]=3)[NH:16][CH:15]=2)=[O:38])=[CH:25][CH:26]=1. The catalyst class is: 108.